Dataset: Peptide-MHC class II binding affinity with 134,281 pairs from IEDB. Task: Regression. Given a peptide amino acid sequence and an MHC pseudo amino acid sequence, predict their binding affinity value. This is MHC class II binding data. (1) The peptide sequence is ELLDQSDVKEPGVSR. The MHC is DRB1_0802 with pseudo-sequence DRB1_0802. The binding affinity (normalized) is 0.522. (2) The peptide sequence is TPFSLAEGIVLASAA. The MHC is DRB1_0701 with pseudo-sequence DRB1_0701. The binding affinity (normalized) is 0.635. (3) The peptide sequence is LECFVRSTPASFEKK. The MHC is DRB1_0401 with pseudo-sequence DRB1_0401. The binding affinity (normalized) is 0.524. (4) The MHC is DRB1_0404 with pseudo-sequence DRB1_0404. The peptide sequence is STNDDEVLIEVNPPF. The binding affinity (normalized) is 0.323. (5) The peptide sequence is IAMEVVLRKRQGPKQ. The MHC is DRB1_0801 with pseudo-sequence DRB1_0801. The binding affinity (normalized) is 0.589. (6) The peptide sequence is GELQIVDHIDAAFKI. The MHC is DRB1_1302 with pseudo-sequence DRB1_1302. The binding affinity (normalized) is 0.606.